From a dataset of Forward reaction prediction with 1.9M reactions from USPTO patents (1976-2016). Predict the product of the given reaction. (1) Given the reactants C([Cl:4])(=O)C.O1CCCCC1[O:11][C:12]1[CH:13]=[C:14]([CH:46]=[C:47]([O:49]C2CCCCO2)[CH:48]=1)[C:15]([NH:17][CH2:18][C@@H:19]([C:42]([O:44][CH3:45])=[O:43])[NH:20][C:21](=[O:41])[C:22]1[C:27]([Cl:28])=[CH:26][C:25]([C:29]([NH:31][CH2:32][C:33]2[CH:38]=[CH:37][CH:36]=[C:35]([OH:39])[CH:34]=2)=[O:30])=[CH:24][C:23]=1[Cl:40])=[O:16], predict the reaction product. The product is: [ClH:4].[Cl:28][C:27]1[CH:26]=[C:25]([C:29]([NH:31][CH2:32][C:33]2[CH:38]=[CH:37][CH:36]=[C:35]([OH:39])[CH:34]=2)=[O:30])[CH:24]=[C:23]([Cl:40])[C:22]=1[C:21]([NH:20][C@H:19]([C:42]([O:44][CH3:45])=[O:43])[CH2:18][NH:17][C:15](=[O:16])[C:14]1[CH:13]=[C:12]([OH:11])[CH:48]=[C:47]([OH:49])[CH:46]=1)=[O:41]. (2) Given the reactants [CH:1]1[C:10]2[C:5](=[CH:6][C:7]([C:11]([OH:13])=[O:12])=[CH:8][CH:9]=2)[CH:4]=[CH:3][N:2]=1.[Br:14]N1C(=O)CCC1=O, predict the reaction product. The product is: [Br:14][C:4]1[C:5]2[C:10](=[CH:9][CH:8]=[C:7]([C:11]([OH:13])=[O:12])[CH:6]=2)[CH:1]=[N:2][CH:3]=1.